From a dataset of Forward reaction prediction with 1.9M reactions from USPTO patents (1976-2016). Predict the product of the given reaction. (1) Given the reactants [CH:1]1([NH:4][C:5](=[O:27])[C:6]2[CH:11]=[CH:10][C:9]([CH3:12])=[C:8]([C:13]3[C:24](=[O:25])[N:23]([CH3:26])[C:16]4[N:17]=[C:18](SC)[N:19]=[CH:20][C:15]=4[CH:14]=3)[CH:7]=2)[CH2:3][CH2:2]1.O[O:29][S:30]([O-:32])=O.[K+].[CH3:34]O, predict the reaction product. The product is: [CH:1]1([NH:4][C:5](=[O:27])[C:6]2[CH:11]=[CH:10][C:9]([CH3:12])=[C:8]([C:13]3[C:24](=[O:25])[N:23]([CH3:26])[C:16]4[N:17]=[C:18]([S:30]([CH3:34])(=[O:32])=[O:29])[N:19]=[CH:20][C:15]=4[CH:14]=3)[CH:7]=2)[CH2:3][CH2:2]1. (2) Given the reactants [N:1]1([C:6]2[CH:39]=[CH:38][C:9]([CH2:10][C:11]3[C:12](Cl)=[N:13][C:14]4[C:19]([C:20]=3[Cl:21])=[CH:18][C:17]([C:22]([C:30]3[CH:35]=[CH:34][C:33]([Cl:36])=[CH:32][CH:31]=3)([C:24]3[N:28]([CH3:29])[CH:27]=[N:26][CH:25]=3)[OH:23])=[CH:16][CH:15]=4)=[CH:8][CH:7]=2)[CH:5]=[CH:4][CH:3]=[N:2]1.[NH:40]1[CH2:43][CH2:42][CH2:41]1, predict the reaction product. The product is: [N:40]1([C:12]2[C:11]([CH2:10][C:9]3[CH:38]=[CH:39][C:6]([N:1]4[CH:5]=[CH:4][CH:3]=[N:2]4)=[CH:7][CH:8]=3)=[C:20]([Cl:21])[C:19]3[C:14](=[CH:15][CH:16]=[C:17]([C:22]([C:30]4[CH:31]=[CH:32][C:33]([Cl:36])=[CH:34][CH:35]=4)([C:24]4[N:28]([CH3:29])[CH:27]=[N:26][CH:25]=4)[OH:23])[CH:18]=3)[N:13]=2)[CH2:43][CH2:42][CH2:41]1. (3) The product is: [NH2:12][C:11]1[C:2]([CH3:1])=[C:3]2[C:8](=[CH:9][C:10]=1[C:15]([OH:17])=[O:16])[N:7]=[C:6]([C:18]([F:21])([F:19])[F:20])[CH:5]=[CH:4]2. Given the reactants [CH3:1][C:2]1[C:11]([N+:12]([O-])=O)=[C:10]([C:15]([OH:17])=[O:16])[CH:9]=[C:8]2[C:3]=1[CH:4]=[CH:5][C:6]([C:18]([F:21])([F:20])[F:19])=[N:7]2, predict the reaction product. (4) Given the reactants [CH2:1]([C:3]1[CH:8]=[C:7]([CH3:9])[CH:6]=[C:5]([CH2:10][CH3:11])[C:4]=1[C:12](=O)[C:13]([N:15]([CH3:17])[NH2:16])=[O:14])[CH3:2].[CH3:19][S:20]([CH2:23][C:24](=O)[CH3:25])(=[O:22])=[O:21], predict the reaction product. The product is: [CH2:1]([C:3]1[CH:8]=[C:7]([CH3:9])[CH:6]=[C:5]([CH2:10][CH3:11])[C:4]=1[C:12]1[C:13](=[O:14])[N:15]([CH3:17])[N:16]=[C:24]([CH3:25])[C:23]=1[S:20]([CH3:19])(=[O:22])=[O:21])[CH3:2]. (5) Given the reactants C(OC(C(F)(F)F)=O)(C(F)(F)F)=O.C([O:17][C@@:18]1(O)[C@@H:22]([CH2:23][OH:24])[O:21][C@@:20](OC(=O)C)([N:25]2[C:34]3[C:28]([C:29]([Cl:35])([N:31]=[CH:32][N:33]=3)[NH2:30])=[N:27][CH2:26]2)[C@:19]1(OC(=O)C)[OH:40])(=O)C, predict the reaction product. The product is: [Cl:35][C:29]1([NH2:30])[N:31]=[CH:32][N:33]=[C:34]2[C:28]1=[N:27][CH2:26][N:25]2[C@@H:20]1[O:21][C@H:22]([CH2:23][OH:24])[C@@H:18]([OH:17])[C@H:19]1[OH:40]. (6) Given the reactants [CH3:1][C:2]([CH3:6])=[CH:3][CH2:4][OH:5].[H-].[Na+].[CH2:9]([CH:11]1[O:13][CH2:12]1)Br, predict the reaction product. The product is: [CH3:1][C:2]([CH3:6])=[CH:3][CH2:4][O:5][CH2:9][CH:11]1[O:13][CH2:12]1.